Dataset: Reaction yield outcomes from USPTO patents with 853,638 reactions. Task: Predict the reaction yield, written as a fraction of the theoretical maximum amount of product (1.0 means a 100% yield; for example, 0.34 means a 34% yield). The reactants are Cl.[CH2:2]([O:4][C:5](=[O:8])[CH2:6][NH2:7])[CH3:3].Cl.[CH2:10]([O:12][C:13](=N)[CH3:14])[CH3:11].C([O-])([O-])=O.[K+].[K+]. The catalyst is C(OCC)C. The product is [CH2:2]([O:4][C:5](=[O:8])[CH2:6][N:7]=[C:10]([O:12][CH2:13][CH3:14])[CH3:11])[CH3:3]. The yield is 0.720.